Dataset: Full USPTO retrosynthesis dataset with 1.9M reactions from patents (1976-2016). Task: Predict the reactants needed to synthesize the given product. (1) Given the product [CH3:22][N:23]([CH3:28])[S:24]([N:1]1[CH2:2][CH2:3][CH:4]([NH:7][C:8]([O:9][C:10]([CH3:11])([CH3:13])[CH3:12])=[O:14])[CH2:5][CH2:6]1)(=[O:26])=[O:25], predict the reactants needed to synthesize it. The reactants are: [NH:1]1[CH2:6][CH2:5][CH:4]([NH:7][C:8](=[O:14])[O:9][C:10]([CH3:13])([CH3:12])[CH3:11])[CH2:3][CH2:2]1.C(N(CC)CC)C.[CH3:22][N:23]([CH3:28])[S:24](Cl)(=[O:26])=[O:25].C(OCC)(=O)C. (2) Given the product [F:28][C:9]1[CH:10]=[C:11]([CH2:12][C:13]2[CH2:18][CH2:17][NH:16][CH2:15][CH:14]=2)[CH:26]=[CH:27][C:8]=1[C:6]([NH2:7])=[O:29], predict the reactants needed to synthesize it. The reactants are: S(=O)(=O)(O)O.[C:6]([C:8]1[CH:27]=[CH:26][C:11]([CH:12]=[C:13]2[CH2:18][CH2:17][N:16](C(OC(C)(C)C)=O)[CH2:15][CH2:14]2)=[CH:10][C:9]=1[F:28])#[N:7].[OH-:29].[Na+]. (3) Given the product [OH:2][C:3]1[CH:4]=[C:5]2[C:9](=[CH:10][CH:11]=1)[C:8](=[O:12])[NH:7][CH2:6]2, predict the reactants needed to synthesize it. The reactants are: C[O:2][C:3]1[CH:4]=[C:5]2[C:9](=[CH:10][CH:11]=1)[C:8](=[O:12])[NH:7][CH2:6]2.B(Br)(Br)Br.CO. (4) Given the product [CH3:2][O:3][C:4]1[C:12]2[O:11][C:10]([CH3:14])([CH3:13])[CH2:9][C:8]=2[C:7]([C:15]2[C:16]([CH3:28])([CH3:27])[C:17](=[O:26])[N:18]([CH:20]3[CH2:25][CH2:24][N:23]([S:37]([C:32]4[CH:33]=[CH:34][CH:35]=[CH:36][C:31]=4[C:29]#[N:30])(=[O:39])=[O:38])[CH2:22][CH2:21]3)[N:19]=2)=[CH:6][CH:5]=1, predict the reactants needed to synthesize it. The reactants are: Cl.[CH3:2][O:3][C:4]1[C:12]2[O:11][C:10]([CH3:14])([CH3:13])[CH2:9][C:8]=2[C:7]([C:15]2[C:16]([CH3:28])([CH3:27])[C:17](=[O:26])[N:18]([CH:20]3[CH2:25][CH2:24][NH:23][CH2:22][CH2:21]3)[N:19]=2)=[CH:6][CH:5]=1.[C:29]([C:31]1[CH:36]=[CH:35][CH:34]=[CH:33][C:32]=1[S:37](Cl)(=[O:39])=[O:38])#[N:30]. (5) Given the product [Cl:36][C:8]1[CH:9]=[C:10]([O:14][C:15]2[CH:20]=[CH:19][N:18]=[CH:17][C:16]=2[C:21]([N:23]2[C:32]3[C:27](=[CH:28][CH:29]=[CH:30][CH:31]=3)[N:26]([CH:33]3[CH2:35][CH2:34]3)[CH2:25][CH2:24]2)=[O:22])[C:11]([Cl:13])=[CH:12][C:7]=1[C:6]([NH:5][CH2:4][C:3]1[NH:45][N:44]=[N:43][N:42]=1)=[O:37], predict the reactants needed to synthesize it. The reactants are: CO[C:3](=O)[CH2:4][NH:5][C:6](=[O:37])[C:7]1[CH:12]=[C:11]([Cl:13])[C:10]([O:14][C:15]2[CH:20]=[CH:19][N:18]=[CH:17][C:16]=2[C:21]([N:23]2[C:32]3[C:27](=[CH:28][CH:29]=[CH:30][CH:31]=3)[N:26]([CH:33]3[CH2:35][CH2:34]3)[CH2:25][CH2:24]2)=[O:22])=[CH:9][C:8]=1[Cl:36].NCC1[NH:45][N:44]=[N:43][N:42]=1. (6) Given the product [C:23]([O:27][C:28]([N:30]1[CH2:35][CH2:34][N:33]([C:2]2[C:7]3[CH:8]=[C:9]([S:11]([CH2:15][C:16]4[CH:21]=[CH:20][CH:19]=[CH:18][CH:17]=4)(=[O:13])=[O:12])[S:10][C:6]=3[CH:5]=[CH:4][N:3]=2)[CH2:32][CH2:31]1)=[O:29])([CH3:26])([CH3:24])[CH3:25], predict the reactants needed to synthesize it. The reactants are: Cl[C:2]1[C:7]2[CH:8]=[C:9]([S:11]([O-:13])=[O:12])[S:10][C:6]=2[CH:5]=[CH:4][N:3]=1.[Li+].[CH2:15](Br)[C:16]1[CH:21]=[CH:20][CH:19]=[CH:18][CH:17]=1.[C:23]([O:27][C:28]([N:30]1[CH2:35][CH2:34][NH:33][CH2:32][CH2:31]1)=[O:29])([CH3:26])([CH3:25])[CH3:24]. (7) The reactants are: C[O:2][C:3](=O)[NH:4]/[CH:5]=[CH:6]/[C:7]1[CH:12]=[CH:11][C:10]([O:13][CH3:14])=[C:9]([O:15][CH3:16])[CH:8]=1.N(CCCC)(CCCC)CCCC.CCOC(C)=O. Given the product [CH3:16][O:15][C:9]1[CH:8]=[C:7]2[C:12](=[CH:11][C:10]=1[O:13][CH3:14])[C:3](=[O:2])[NH:4][CH:5]=[CH:6]2, predict the reactants needed to synthesize it. (8) Given the product [Cl:21][C:14]1[CH:15]=[C:16]([C:19]2[O:9][N:8]=[C:7]([C:6]3[CH:5]=[N:4][CH:3]=[C:2]([F:1])[CH:11]=3)[CH:20]=2)[CH:17]=[CH:18][C:13]=1[Cl:12], predict the reactants needed to synthesize it. The reactants are: [F:1][C:2]1[CH:3]=[N:4][CH:5]=[C:6]([CH:11]=1)[C:7](Cl)=[N:8][OH:9].[Cl:12][C:13]1[CH:18]=[CH:17][C:16]([C:19]#[CH:20])=[CH:15][C:14]=1[Cl:21].N. (9) Given the product [CH3:1][O:2][C:3]1[CH:8]=[CH:7][C:6]([N+:9]([O-:11])=[O:10])=[CH:5][C:4]=1[NH:12][CH:23]1[CH2:24][CH2:25][N:20]([C:13]([O:15][C:16]([CH3:19])([CH3:18])[CH3:17])=[O:14])[CH2:21][CH2:22]1, predict the reactants needed to synthesize it. The reactants are: [CH3:1][O:2][C:3]1[CH:8]=[CH:7][C:6]([N+:9]([O-:11])=[O:10])=[CH:5][C:4]=1[NH2:12].[C:13]([N:20]1[CH2:25][CH2:24][C:23](=O)[CH2:22][CH2:21]1)([O:15][C:16]([CH3:19])([CH3:18])[CH3:17])=[O:14].S([O-])([O-])(=O)=O.[Na+].[Na+].C(O[BH-](OC(=O)C)OC(=O)C)(=O)C.[Na+].